Task: Predict the product of the given reaction.. Dataset: Forward reaction prediction with 1.9M reactions from USPTO patents (1976-2016) Given the reactants [Br:1][C:2]1[C:7]([F:8])=[CH:6][C:5]([N:9]2[C:18]3[C:13](=[CH:14][C:15]([S:19]([NH:22][C:23]4[CH:27]=[CH:26][O:25][N:24]=4)(=[O:21])=[O:20])=[CH:16][CH:17]=3)[CH:12]=[CH:11][C:10]2=[O:28])=[C:4]([O:29][CH3:30])[CH:3]=1.C(=O)([O-])[O-].[Cs+].[Cs+].CN(C=O)C.[CH3:42][O:43][C:44]1[CH:51]=[CH:50][C:47]([CH2:48]Cl)=[CH:46][CH:45]=1, predict the reaction product. The product is: [Br:1][C:2]1[C:7]([F:8])=[CH:6][C:5]([N:9]2[C:18]3[C:13](=[CH:14][C:15]([S:19]([N:22]([C:23]4[CH:27]=[CH:26][O:25][N:24]=4)[CH2:48][C:47]4[CH:50]=[CH:51][C:44]([O:43][CH3:42])=[CH:45][CH:46]=4)(=[O:20])=[O:21])=[CH:16][CH:17]=3)[CH:12]=[CH:11][C:10]2=[O:28])=[C:4]([O:29][CH3:30])[CH:3]=1.